This data is from Reaction yield outcomes from USPTO patents with 853,638 reactions. The task is: Predict the reaction yield, written as a fraction of the theoretical maximum amount of product (1.0 means a 100% yield; for example, 0.34 means a 34% yield). The reactants are [C:1]1([C:7]2[CH:16]=[CH:15][C:10]3[N:11]=[C:12]([NH2:14])[S:13][C:9]=3[CH:8]=2)[CH:6]=[CH:5][CH:4]=[CH:3][CH:2]=1.Br[CH:18]([CH2:23][CH3:24])[C:19]([O:21]C)=[O:20].[CH3:25][C:26]1[CH:35]=[CH:34][C:29]2N=C(N)S[C:28]=2[CH:27]=1.BrC(CC)[C:38](OCC)=[O:39]. No catalyst specified. The product is [CH3:25][C:26]1[CH:35]=[CH:34][C:29]([C:38]([N:14]=[C:12]2[N:11]([CH:18]([CH2:23][CH3:24])[C:19]([OH:21])=[O:20])[C:10]3[CH:15]=[CH:16][C:7]([C:1]4[CH:2]=[CH:3][CH:4]=[CH:5][CH:6]=4)=[CH:8][C:9]=3[S:13]2)=[O:39])=[CH:28][CH:27]=1. The yield is 0.650.